From a dataset of Reaction yield outcomes from USPTO patents with 853,638 reactions. Predict the reaction yield, written as a fraction of the theoretical maximum amount of product (1.0 means a 100% yield; for example, 0.34 means a 34% yield). (1) The reactants are C([O:3][C:4](=O)[C:5]([C:27]#[N:28])=[CH:6][C:7]1[CH:12]=[CH:11][C:10]([O:13][CH2:14][CH2:15][C:16]2[CH:21]=[CH:20][C:19]([O:22][S:23]([CH3:26])(=[O:25])=[O:24])=[CH:18][CH:17]=2)=[CH:9][CH:8]=1)C.C(OC(C1CC(C(OCC)=O)=C(C)NC=1C)=O)C. The catalyst is C(OCC)(=O)C. The product is [C:27]([CH:5]([CH2:6][C:7]1[CH:8]=[CH:9][C:10]([O:13][CH2:14][CH2:15][C:16]2[CH:17]=[CH:18][C:19]([O:22][S:23]([CH3:26])(=[O:25])=[O:24])=[CH:20][CH:21]=2)=[CH:11][CH:12]=1)[CH2:4][OH:3])#[N:28]. The yield is 0.910. (2) The reactants are C(O)C.[C:4]([O:8][C:9](=[O:39])[CH2:10][C@@:11]1([C:27]([O:29]CC2C=CC(OC)=CC=2)=[O:28])[C@H:15]([CH3:16])[CH2:14][N:13](C(OCC2C=CC=CC=2)=O)[CH2:12]1)([CH3:7])([CH3:6])[CH3:5]. The catalyst is [Pd].O. The product is [C:4]([O:8][C:9](=[O:39])[CH2:10][C@@:11]1([C:27]([OH:29])=[O:28])[C@H:15]([CH3:16])[CH2:14][NH:13][CH2:12]1)([CH3:5])([CH3:6])[CH3:7]. The yield is 0.959. (3) The reactants are [Cl:1][C:2]1[CH:3]=[C:4]([CH:30]=[CH:31][CH:32]=1)[C:5]([NH:7][C:8]1[C:9]([N:20]2[CH2:25][CH2:24][CH:23]([CH2:26][C:27]([OH:29])=O)[CH2:22][CH2:21]2)=[N:10][CH:11]=[C:12]([C:14]2[CH:19]=[CH:18][CH:17]=[CH:16][CH:15]=2)[CH:13]=1)=[O:6].[CH3:33][N:34]1[CH2:40][CH2:39][CH2:38][NH:37][CH2:36][CH2:35]1.F[B-](F)(F)F.N1(OC(N(C)C)=[N+](C)C)C2C=CC=CC=2N=N1.C(N(CC)CC)C. The catalyst is CN(C)C=O. The product is [Cl:1][C:2]1[CH:3]=[C:4]([CH:30]=[CH:31][CH:32]=1)[C:5]([NH:7][C:8]1[C:9]([N:20]2[CH2:21][CH2:22][CH:23]([CH2:26][C:27]([N:37]3[CH2:38][CH2:39][CH2:40][N:34]([CH3:33])[CH2:35][CH2:36]3)=[O:29])[CH2:24][CH2:25]2)=[N:10][CH:11]=[C:12]([C:14]2[CH:19]=[CH:18][CH:17]=[CH:16][CH:15]=2)[CH:13]=1)=[O:6]. The yield is 0.750.